Dataset: Full USPTO retrosynthesis dataset with 1.9M reactions from patents (1976-2016). Task: Predict the reactants needed to synthesize the given product. (1) Given the product [CH3:11][N:10]([CH2:9][C:3]1[CH:4]=[C:5]([OH:8])[CH:6]=[CH:7][C:2]=1[B:18]([OH:23])[OH:19])[CH3:12], predict the reactants needed to synthesize it. The reactants are: Br[C:2]1[CH:7]=[CH:6][C:5]([OH:8])=[CH:4][C:3]=1[CH2:9][N:10]([CH3:12])[CH3:11].C([Li])(C)(C)C.[B:18](OC(C)C)([O:23]C(C)C)[O:19]C(C)C.[NH4+].[Cl-]. (2) The reactants are: [CH3:1][O:2][C:3]([C@@H:5]1[CH2:10][CH2:9][C@H:8]([O:11][C:12]2[CH:52]=[CH:51][C:15]([C:16]([N:18]([C:38]3[N:39]=[N:40][C:41]([NH:44][C:45]4[CH:50]=[CH:49][CH:48]=[CH:47][CH:46]=4)=[CH:42][CH:43]=3)C(C3C=CC(O[C@@H]4CC[C@H](C(OC)=O)CC4)=CC=3)=O)=[O:17])=[CH:14][CH:13]=2)[CH2:7][CH2:6]1)=[O:4].O.NN. Given the product [C:45]1([NH:44][C:41]2[N:40]=[N:39][C:38]([NH:18][C:16]([C:15]3[CH:14]=[CH:13][C:12]([O:11][C@@H:8]4[CH2:7][CH2:6][C@H:5]([C:3]([O:2][CH3:1])=[O:4])[CH2:10][CH2:9]4)=[CH:52][CH:51]=3)=[O:17])=[CH:43][CH:42]=2)[CH:50]=[CH:49][CH:48]=[CH:47][CH:46]=1, predict the reactants needed to synthesize it. (3) Given the product [OH:19][C:17]([C:20]1[CH:32]=[CH:31][C:23]2[N:24]([CH2:28][O:29][CH3:30])[C:25](=[O:27])[S:26][C:22]=2[CH:21]=1)([C:11]1[N:7]([CH:2]2[CH2:3][CH2:4][CH2:5][CH2:6][O:1]2)[N:8]=[CH:9][CH:10]=1)[CH3:18], predict the reactants needed to synthesize it. The reactants are: [O:1]1[CH2:6][CH2:5][CH2:4][CH2:3][CH:2]1[N:7]1[CH:11]=[CH:10][CH:9]=[N:8]1.C([Li])(C)(C)C.[C:17]([C:20]1[CH:32]=[CH:31][C:23]2[N:24]([CH2:28][O:29][CH3:30])[C:25](=[O:27])[S:26][C:22]=2[CH:21]=1)(=[O:19])[CH3:18].CCOC(C)=O. (4) Given the product [C:26]([O:29][C@H:30]1[CH2:47][CH2:46][C@@:45]2([CH3:48])[C@@H:32]([CH2:33][CH2:34][C@:35]3([CH3:60])[C@@H:44]2[CH2:43][CH2:42][C@H:41]2[C@@:36]3([CH3:59])[CH2:37][CH2:38][C@@:39]3([C:56]([N:15]4[CH2:16][CH2:17][CH2:18][CH:14]4[C:12]4[NH:13][C:9]([C:6]5[CH:5]=[CH:4][C:3]([O:2][CH3:1])=[CH:8][CH:7]=5)=[CH:10][N:11]=4)=[O:57])[CH2:51][CH2:50][C@@H:49]([C:52]([CH3:54])=[CH2:53])[C@@H:40]32)[C:31]1([CH3:62])[CH3:61])(=[O:28])[CH3:27], predict the reactants needed to synthesize it. The reactants are: [CH3:1][O:2][C:3]1[CH:8]=[CH:7][C:6]([C:9]2[NH:13][C:12]([C@@H:14]3[CH2:18][CH2:17][CH2:16][NH:15]3)=[N:11][CH:10]=2)=[CH:5][CH:4]=1.C(N(CC)CC)C.[C:26]([O:29][C@H:30]1[CH2:47][CH2:46][C@@:45]2([CH3:48])[C@@H:32]([CH2:33][CH2:34][C@:35]3([CH3:60])[C@@H:44]2[CH2:43][CH2:42][C@H:41]2[C@@:36]3([CH3:59])[CH2:37][CH2:38][C@@:39]3([C:56](Cl)=[O:57])[CH2:51][CH2:50][C@@H:49]([C:52]4(C)[CH2:54][CH2:53]4)[C@@H:40]32)[C:31]1([CH3:62])[CH3:61])(=[O:28])[CH3:27].C(O[C@H]1CC[C@@]2(C)[C@@H](CC[C@]3(C)[C@@H]2CC[C@H]2[C@@]3(C)CC[C@@]3(C(O)=O)CC[C@@H](C(C)=C)[C@@H]32)C1(C)C)(=O)C. (5) Given the product [OH:12][C@H:4]1[CH2:8][C@@H:7]([CH3:24])[N:6]([C:14]2[CH:21]=[CH:20][C:17]([C:18]#[N:19])=[C:16]([O:22][CH3:23])[CH:15]=2)[C@H:5]1[CH3:9], predict the reactants needed to synthesize it. The reactants are: C1([C@:4]2([OH:12])[CH2:8][CH2:7][NH:6][C@H:5]2[CH:9](C)C)CC1.F[C:14]1[CH:21]=[CH:20][C:17]([C:18]#[N:19])=[C:16]([O:22][CH3:23])[CH:15]=1.[C:24](=O)([O-])[O-].[Li+].[Li+]. (6) Given the product [CH3:1][N:2]1[CH:6]=[CH:5][N:4]=[C:3]1[CH2:7][O:8][C:9]1[CH:10]=[C:11]([O:23][C:24]2[CH:29]=[CH:28][C:27]([S:30]([CH3:33])(=[O:32])=[O:31])=[CH:26][CH:25]=2)[CH:12]=[C:13]2[C:17]=1[NH:16][C:15]([C:18]([OH:20])=[O:19])=[CH:14]2, predict the reactants needed to synthesize it. The reactants are: [CH3:1][N:2]1[CH:6]=[CH:5][N:4]=[C:3]1[CH2:7][O:8][C:9]1[CH:10]=[C:11]([O:23][C:24]2[CH:29]=[CH:28][C:27]([S:30]([CH3:33])(=[O:32])=[O:31])=[CH:26][CH:25]=2)[CH:12]=[C:13]2[C:17]=1[NH:16][C:15]([C:18]([O:20]CC)=[O:19])=[CH:14]2. (7) The reactants are: C[Si]([N-][Si](C)(C)C)(C)C.[Na+].[Cl-].[CH3:12][O:13][CH2:14][P+](C1C=CC=CC=1)(C1C=CC=CC=1)C1C=CC=CC=1.N#N.[CH2:36]([O:43][C:44]([CH:46]1[CH2:51][CH2:50][CH:49]([CH:52]=O)[CH2:48][CH2:47]1)=[O:45])[C:37]1[CH:42]=[CH:41][CH:40]=[CH:39][CH:38]=1. Given the product [CH2:36]([O:43][C:44]([CH:46]1[CH2:47][CH2:48][CH:49]([CH:52]=[CH:12][O:13][CH3:14])[CH2:50][CH2:51]1)=[O:45])[C:37]1[CH:38]=[CH:39][CH:40]=[CH:41][CH:42]=1, predict the reactants needed to synthesize it. (8) Given the product [C:60]([O:59][C:57]([N:56]([C:54]([O:53][C:50]([CH3:52])([CH3:51])[CH3:49])=[O:55])[CH2:22][C@@H:21]([N:12]1[C@H:13]([C:14]2[CH:19]=[CH:18][C:17]([Cl:20])=[CH:16][CH:15]=2)[C@@H:8]([C:4]2[CH:5]=[CH:6][CH:7]=[C:2]([Cl:1])[CH:3]=2)[CH2:9][C@@:10]([CH2:28][C:29]([O:31][CH3:32])=[O:30])([CH3:27])[C:11]1=[O:26])[CH2:24][CH3:25])=[O:58])([CH3:63])([CH3:62])[CH3:61], predict the reactants needed to synthesize it. The reactants are: [Cl:1][C:2]1[CH:3]=[C:4]([C@@H:8]2[C@@H:13]([C:14]3[CH:19]=[CH:18][C:17]([Cl:20])=[CH:16][CH:15]=3)[N:12]([C@@H:21]([CH2:24][CH3:25])[CH2:22]O)[C:11](=[O:26])[C@:10]([CH2:28][C:29]([O:31][CH3:32])=[O:30])([CH3:27])[CH2:9]2)[CH:5]=[CH:6][CH:7]=1.C(P(CCCC)(CCCC)=CC#N)CCC.[CH3:49][C:50]([O:53][C:54]([NH:56][C:57]([O:59][C:60]([CH3:63])([CH3:62])[CH3:61])=[O:58])=[O:55])([CH3:52])[CH3:51].